This data is from Catalyst prediction with 721,799 reactions and 888 catalyst types from USPTO. The task is: Predict which catalyst facilitates the given reaction. (1) Reactant: [F:1][C:2]1[CH:3]=[C:4]([CH:15]=[CH:16][CH:17]=1)[O:5][CH2:6][CH2:7][CH2:8][CH2:9][CH2:10][CH2:11][CH2:12][CH2:13][NH2:14].Cl[C:19]1[C:28]2[C:23](=[CH:24][CH:25]=[CH:26][CH:27]=2)[N:22]=[CH:21][CH:20]=1.C(OCCCOCCCCCCCCNC1C2C(=CC=CC=2)N=CC=1)C. Product: [F:1][C:2]1[CH:3]=[C:4]([CH:15]=[CH:16][CH:17]=1)[O:5][CH2:6][CH2:7][CH2:8][CH2:9][CH2:10][CH2:11][CH2:12][CH2:13][NH:14][C:19]1[C:28]2[C:23](=[CH:24][CH:25]=[CH:26][CH:27]=2)[N:22]=[CH:21][CH:20]=1. The catalyst class is: 37. (2) Reactant: CO[C:3](=[O:31])[C@@H:4]([NH:20][C:21]([O:23][CH2:24][C:25]1[CH:30]=[CH:29][CH:28]=[CH:27][CH:26]=1)=[O:22])[CH2:5][CH2:6][NH:7][C:8](=O)[CH2:9][N:10]1[C:18]2[CH:17]=[CH:16][N:15]=[CH:14][C:13]=2[CH:12]=[CH:11]1.B#B. Product: [CH2:24]([O:23][C:21](=[O:22])[NH:20][C@H:4]1[CH2:5][CH2:6][N:7]([CH2:8][CH2:9][N:10]2[C:18]3[CH:17]=[CH:16][N:15]=[CH:14][C:13]=3[CH:12]=[CH:11]2)[C:3]1=[O:31])[C:25]1[CH:26]=[CH:27][CH:28]=[CH:29][CH:30]=1. The catalyst class is: 1. (3) Reactant: C(N(CC)CC)C.Cl.[CH:9]1([CH2:12][NH2:13])[CH2:11][CH2:10]1.[Cl:14][C:15]1[C:16]([N:21]2[C:25]([C:26]3[O:31][C:30](=[O:32])[C:29]4[CH:33]=[CH:34][CH:35]=[C:36]([CH3:37])[C:28]=4[N:27]=3)=[CH:24][C:23]([C:38]([F:41])([F:40])[F:39])=[N:22]2)=[N:17][CH:18]=[CH:19][CH:20]=1. Product: [CH:9]1([CH2:12][NH:13][C:30]([C:29]2[C:28]([NH:27][C:26]([C:25]3[N:21]([C:16]4[C:15]([Cl:14])=[CH:20][CH:19]=[CH:18][N:17]=4)[N:22]=[C:23]([C:38]([F:40])([F:39])[F:41])[CH:24]=3)=[O:31])=[C:36]([CH3:37])[CH:35]=[CH:34][CH:33]=2)=[O:32])[CH2:11][CH2:10]1. The catalyst class is: 7. (4) Reactant: Br[C:2]1[S:6][C:5]([NH2:7])=[N:4][C:3]=1[C:8]1[CH:13]=[CH:12][N:11]=[C:10]([S:14][CH3:15])[N:9]=1.[C:16]1(B(O)O)[CH:21]=[CH:20][CH:19]=[CH:18][CH:17]=1.[Cl-].[Li+]. Product: [CH3:15][S:14][C:10]1[N:9]=[C:8]([C:3]2[N:4]=[C:5]([NH2:7])[S:6][C:2]=2[C:16]2[CH:21]=[CH:20][CH:19]=[CH:18][CH:17]=2)[CH:13]=[CH:12][N:11]=1. The catalyst class is: 73. (5) Reactant: [CH3:1][O:2][CH2:3][C:4]([OH:6])=O.O=C1N(P(Cl)(N2CCOC2=O)=O)CCO1.C(N(CC)CC)C.[Br:29][C:30]1[C:31]([F:40])=[C:32]2[C:38]([NH2:39])=[CH:37][NH:36][C:33]2=[N:34][CH:35]=1.[Li+].[OH-].C([O-])([O-])=O.[Na+].[Na+]. Product: [Br:29][C:30]1[C:31]([F:40])=[C:32]2[C:38]([NH:39][C:4](=[O:6])[CH2:3][O:2][CH3:1])=[CH:37][NH:36][C:33]2=[N:34][CH:35]=1. The catalyst class is: 2. (6) Reactant: [CH2:1]([C:3]([F:31])([CH2:29][CH3:30])[CH2:4][N:5]1[CH2:10][CH2:9][CH:8]([CH2:11][O:12][C:13]2[N:18]=[CH:17][C:16]([C:19]3[CH:27]=[CH:26][C:22]([C:23]([OH:25])=O)=[C:21]([F:28])[CH:20]=3)=[CH:15][CH:14]=2)[CH2:7][CH2:6]1)[CH3:2].C(Cl)CCl.C1C=CC2N(O)N=NC=2C=1.CCN(C(C)C)C(C)C.[NH:55]1[CH2:60][CH2:59][CH2:58][C@@H:57]([OH:61])[CH2:56]1. Product: [CH2:1]([C:3]([F:31])([CH2:29][CH3:30])[CH2:4][N:5]1[CH2:6][CH2:7][CH:8]([CH2:11][O:12][C:13]2[N:18]=[CH:17][C:16]([C:19]3[CH:27]=[CH:26][C:22]([C:23]([N:55]4[CH2:60][CH2:59][CH2:58][C@@H:57]([OH:61])[CH2:56]4)=[O:25])=[C:21]([F:28])[CH:20]=3)=[CH:15][CH:14]=2)[CH2:9][CH2:10]1)[CH3:2]. The catalyst class is: 18. (7) Reactant: [Br:1][CH2:2][C@@H:3]1[C@@H:7](O)[CH2:6][N:5]([C:9]([O:11][C:12]([CH3:15])([CH3:14])[CH3:13])=[O:10])[CH2:4]1.N12CCCN=C1CCCCC2.[F:27]C(F)(S(F)(=O)=O)C(F)(F)C(F)(F)C(F)(F)C(F)(F)C(F)(F)C(F)(F)C(F)(F)F. Product: [Br:1][CH2:2][C@@H:3]1[C@H:7]([F:27])[CH2:6][N:5]([C:9]([O:11][C:12]([CH3:15])([CH3:14])[CH3:13])=[O:10])[CH2:4]1. The catalyst class is: 11.